Task: Predict the reactants needed to synthesize the given product.. Dataset: Full USPTO retrosynthesis dataset with 1.9M reactions from patents (1976-2016) (1) The reactants are: CCN=C=NCCCN(C)C.C1C=CC2N(O)N=NC=2C=1.[F:22][C:23]1[C:24](=[O:47])[N:25]2[C:29](=[C:30]([C:44](O)=[O:45])[C:31]=1[NH:32][C:33]1[CH:38]=[CH:37][C:36]([C:39]([F:42])([F:41])[F:40])=[CH:35][C:34]=1[F:43])[CH2:28][CH2:27][CH2:26]2.Cl.[CH:49]1([CH2:52][O:53][NH2:54])[CH2:51][CH2:50]1. Given the product [CH:49]1([CH2:52][O:53][NH:54][C:44]([C:30]2[C:31]([NH:32][C:33]3[CH:38]=[CH:37][C:36]([C:39]([F:42])([F:41])[F:40])=[CH:35][C:34]=3[F:43])=[C:23]([F:22])[C:24](=[O:47])[N:25]3[C:29]=2[CH2:28][CH2:27][CH2:26]3)=[O:45])[CH2:51][CH2:50]1, predict the reactants needed to synthesize it. (2) The reactants are: [NH2:1][C:2]1[C:10]2[C:9]([C:11]3[CH:16]=[CH:15][C:14]([Cl:17])=[C:13]([Cl:18])[CH:12]=3)=[N:8][C:7](S(C)=O)=[N:6][C:5]=2[S:4][C:3]=1[C:22]([NH2:24])=[O:23].[C:25]([NH2:29])([CH3:28])([CH3:27])[CH3:26]. Given the product [NH2:1][C:2]1[C:10]2[C:9]([C:11]3[CH:16]=[CH:15][C:14]([Cl:17])=[C:13]([Cl:18])[CH:12]=3)=[N:8][C:7]([NH:29][C:25]([CH3:28])([CH3:27])[CH3:26])=[N:6][C:5]=2[S:4][C:3]=1[C:22]([NH2:24])=[O:23], predict the reactants needed to synthesize it. (3) Given the product [F:1][C:2]1[CH:7]=[CH:6][CH:5]=[CH:4][C:3]=1[CH:8]1[CH2:13][CH2:12][N:11]([CH2:14][C:15]2[N:19]([CH3:20])[C:18]3[CH:21]=[CH:22][C:23]([CH2:25][OH:26])=[CH:24][C:17]=3[N:16]=2)[CH2:10][CH2:9]1, predict the reactants needed to synthesize it. The reactants are: [F:1][C:2]1[CH:7]=[CH:6][CH:5]=[CH:4][C:3]=1[CH:8]1[CH2:13][CH2:12][N:11]([CH2:14][C:15]2[N:19]([CH3:20])[C:18]3[CH:21]=[CH:22][C:23]([C:25](OC)=[O:26])=[CH:24][C:17]=3[N:16]=2)[CH2:10][CH2:9]1.[H-].[H-].[H-].[H-].[Li+].[Al+3]. (4) Given the product [C:45]([O:44][C@@H:9]([C:10]1[C:35]([CH3:36])=[CH:34][C:13]2[N:14]=[C:15]([N:17]3[CH2:22][CH2:21][CH2:20][N:19]([C:23]4[CH:24]=[C:25]5[C:29](=[CH:30][CH:31]=4)[N:28]([CH3:32])[N:27]=[CH:26]5)[C:18]3=[O:33])[S:16][C:12]=2[C:11]=1[C:37]1[CH:38]=[CH:39][C:40]([Cl:43])=[CH:41][CH:42]=1)[CH2:8][OH:7])([CH3:48])([CH3:46])[CH3:47], predict the reactants needed to synthesize it. The reactants are: C([O:7][CH2:8][C@@H:9]([O:44][C:45]([CH3:48])([CH3:47])[CH3:46])[C:10]1[C:35]([CH3:36])=[CH:34][C:13]2[N:14]=[C:15]([N:17]3[CH2:22][CH2:21][CH2:20][N:19]([C:23]4[CH:24]=[C:25]5[C:29](=[CH:30][CH:31]=4)[N:28]([CH3:32])[N:27]=[CH:26]5)[C:18]3=[O:33])[S:16][C:12]=2[C:11]=1[C:37]1[CH:42]=[CH:41][C:40]([Cl:43])=[CH:39][CH:38]=1)(=O)C(C)(C)C.[OH-].[Na+]. (5) Given the product [CH2:1]([CH:2]1[C:10](=[O:11])[C:6]2[CH:7]=[CH:8][S:9][C:5]=2[CH2:4][CH2:3]1)[CH3:13], predict the reactants needed to synthesize it. The reactants are: [CH3:1][CH:2]1[C:10](=[O:11])[C:6]2[CH:7]=[CH:8][S:9][C:5]=2[CH2:4][CH2:3]1.I[CH2:13]C. (6) Given the product [C:24]([N:7]1[CH2:6][C:5]2[CH:9]=[CH:10][C:11]([C:13]([O:15][CH3:16])=[O:14])=[CH:12][C:4]=2[O:3][C@H:2]([CH3:1])[CH2:8]1)(=[O:26])[CH3:25], predict the reactants needed to synthesize it. The reactants are: [CH3:1][C@@H:2]1[CH2:8][NH:7][CH2:6][C:5]2[CH:9]=[CH:10][C:11]([C:13]([O:15][CH3:16])=[O:14])=[CH:12][C:4]=2[O:3]1.C(N(CC)CC)C.[C:24](Cl)(=[O:26])[CH3:25]. (7) Given the product [N+:6]([O-:9])([OH:8])=[O:7].[N+:6]([O:5][C@@H:2]([CH3:1])[CH2:3][NH2:4])([O-:8])=[O:7], predict the reactants needed to synthesize it. The reactants are: [CH3:1][C@H:2]([OH:5])[CH2:3][NH2:4].[N+:6]([O-:9])([OH:8])=[O:7].C(OC(=O)C)(=O)C. (8) Given the product [N+:18]([C:21]1[CH:39]=[CH:38][C:24]([CH2:25][O:26][C:27]([C:29]2[N:30]3[C@H:33]([S:34][CH:35]=2)[C:32]([CH:7]([O:8][C:40](=[O:42])[CH3:41])[C:6]2[N:2]([CH3:1])[C:3]([C:9]4[N:10]=[CH:11][N:12]([CH3:14])[CH:13]=4)=[N:4][CH:5]=2)([Br:36])[C:31]3=[O:37])=[O:28])=[CH:23][CH:22]=1)([O-:20])=[O:19], predict the reactants needed to synthesize it. The reactants are: [CH3:1][N:2]1[C:6]([CH:7]=[O:8])=[CH:5][N:4]=[C:3]1[C:9]1[N:10]=[CH:11][N:12]([CH3:14])[CH:13]=1.[Mg+2].[Br-].[Br-].[N+:18]([C:21]1[CH:39]=[CH:38][C:24]([CH2:25][O:26][C:27]([C:29]2[N:30]3[C@H:33]([S:34][CH:35]=2)[C@@H:32]([Br:36])[C:31]3=[O:37])=[O:28])=[CH:23][CH:22]=1)([O-:20])=[O:19].[C:40](OC(=O)C)(=[O:42])[CH3:41]. (9) Given the product [Cl:20][C:16]1[C:15]([F:21])=[C:14]([C@H:10]([NH:9][C:8](=[O:22])[O:7][C:1]2[CH:6]=[CH:5][CH:4]=[CH:3][CH:2]=2)[CH2:11][CH:12]=[O:42])[CH:19]=[CH:18][N:17]=1, predict the reactants needed to synthesize it. The reactants are: [C:1]1([O:7][C:8](=[O:22])[NH:9][C@@H:10]([C:14]2[CH:19]=[CH:18][N:17]=[C:16]([Cl:20])[C:15]=2[F:21])[CH2:11][CH:12]=C)[CH:6]=[CH:5][CH:4]=[CH:3][CH:2]=1.C([Mg]Br)C=C.ClC1C(F)=C([C@H](N[S@@](C(C)(C)C)=[O:42])CC=C)C=CN=1.ClC1C(F)=C([C@@H](N[S@@](C(C)(C)C)=O)CC=C)C=CN=1.Cl.O1CCOCC1. (10) The reactants are: [CH2:1]([N:8]=[N+:9]=[N-:10])[C:2]1[CH:7]=[CH:6][CH:5]=[CH:4][CH:3]=1.[C:11]([C@@H:13]1[C@@:17]2([CH3:45])[CH2:18][C@@H:19]([O:41][CH2:42][O:43][CH3:44])[CH:20]3[C@:33]45[C@@:24]([OH:40])([CH2:25][C@@H:26]([O:36][CH2:37][O:38][CH3:39])[CH2:27][C@H:28]4[O:29][C:30]([CH3:35])([CH3:34])[O:31][CH2:32]5)[CH2:23][CH2:22][CH:21]3[C@@:16]2([O:46][CH2:47][O:48][CH3:49])[CH2:15][CH2:14]1)#[CH:12].O=C1O[C@H]([C@H](CO)O)C([O-])=C1O.[Na+]. Given the product [CH2:1]([N:8]1[CH:12]=[C:11]([C@@H:13]2[C@@:17]3([CH3:45])[CH2:18][C@@H:19]([O:41][CH2:42][O:43][CH3:44])[CH:20]4[C@:33]56[C@@:24]([OH:40])([CH2:25][C@@H:26]([O:36][CH2:37][O:38][CH3:39])[CH2:27][C@H:28]5[O:29][C:30]([CH3:35])([CH3:34])[O:31][CH2:32]6)[CH2:23][CH2:22][CH:21]4[C@@:16]3([O:46][CH2:47][O:48][CH3:49])[CH2:15][CH2:14]2)[N:10]=[N:9]1)[C:2]1[CH:7]=[CH:6][CH:5]=[CH:4][CH:3]=1, predict the reactants needed to synthesize it.